This data is from Peptide-MHC class I binding affinity with 185,985 pairs from IEDB/IMGT. The task is: Regression. Given a peptide amino acid sequence and an MHC pseudo amino acid sequence, predict their binding affinity value. This is MHC class I binding data. (1) The peptide sequence is QYSGFVRTL. The MHC is HLA-B39:01 with pseudo-sequence HLA-B39:01. The binding affinity (normalized) is 0.0847. (2) The peptide sequence is DWSGYSGSF. The MHC is HLA-B08:03 with pseudo-sequence HLA-B08:03. The binding affinity (normalized) is 0.0847. (3) The peptide sequence is IPAHPLRML. The MHC is HLA-B27:05 with pseudo-sequence HLA-B27:05. The binding affinity (normalized) is 0.0847. (4) The MHC is HLA-A11:01 with pseudo-sequence HLA-A11:01. The binding affinity (normalized) is 0.0538. The peptide sequence is ILISLINSL.